Dataset: Catalyst prediction with 721,799 reactions and 888 catalyst types from USPTO. Task: Predict which catalyst facilitates the given reaction. Reactant: [NH2:1][C:2]1[CH:3]=[C:4]([CH:17]=[CH:18][CH:19]=1)[CH2:5][C:6]1[C:15]2[CH2:14][CH2:13][CH2:12][CH2:11][C:10]=2[C:9](=[O:16])[NH:8][N:7]=1.[CH3:20][O:21][C:22](=[O:29])[C:23]([N:26]=[C:27]=[O:28])([CH3:25])[CH3:24]. Product: [CH3:24][C:23]([NH:26][C:27](=[O:28])[NH:1][C:2]1[CH:19]=[CH:18][CH:17]=[C:4]([CH2:5][C:6]2[C:15]3[CH2:14][CH2:13][CH2:12][CH2:11][C:10]=3[C:9](=[O:16])[NH:8][N:7]=2)[CH:3]=1)([CH3:25])[C:22]([O:21][CH3:20])=[O:29]. The catalyst class is: 2.